This data is from Full USPTO retrosynthesis dataset with 1.9M reactions from patents (1976-2016). The task is: Predict the reactants needed to synthesize the given product. (1) Given the product [NH2:19][C:11]1[CH:12]=[C:13]([C:16](=[O:18])[CH3:17])[CH:14]=[CH:15][C:10]=1[NH:9][C:7]1[CH:8]=[C:3]([CH2:1][CH3:2])[C:4]([O:24][CH3:25])=[CH:5][C:6]=1[O:22][CH3:23], predict the reactants needed to synthesize it. The reactants are: [CH2:1]([C:3]1[C:4]([O:24][CH3:25])=[CH:5][C:6]([O:22][CH3:23])=[C:7]([NH:9][C:10]2[CH:15]=[CH:14][C:13]([C:16](=[O:18])[CH3:17])=[CH:12][C:11]=2[N+:19]([O-])=O)[CH:8]=1)[CH3:2].C(Cl)Cl.CO. (2) Given the product [C:27]([O:35][C@H:36]1[C:40]([F:42])([F:41])[CH:39]([I:1])[O:38][C@@H:37]1[CH2:44][O:45][C:46]([C:59]1[CH:64]=[CH:63][CH:62]=[CH:61][CH:60]=1)([C:53]1[CH:58]=[CH:57][CH:56]=[CH:55][CH:54]=1)[C:47]1[CH:52]=[CH:51][CH:50]=[CH:49][CH:48]=1)(=[O:34])[C:28]1[CH:33]=[CH:32][CH:31]=[CH:30][CH:29]=1, predict the reactants needed to synthesize it. The reactants are: [I:1]I.C1C=CC(P(C2C=CC=CC=2)C2C=CC=CC=2)=CC=1.N1C=CN=C1.[C:27]([O:35][C@H:36]1[C:40]([F:42])([F:41])[CH:39](O)[O:38][C@@H:37]1[CH2:44][O:45][C:46]([C:59]1[CH:64]=[CH:63][CH:62]=[CH:61][CH:60]=1)([C:53]1[CH:58]=[CH:57][CH:56]=[CH:55][CH:54]=1)[C:47]1[CH:52]=[CH:51][CH:50]=[CH:49][CH:48]=1)(=[O:34])[C:28]1[CH:33]=[CH:32][CH:31]=[CH:30][CH:29]=1. (3) Given the product [C:14]([CH:13]([CH2:2][CH:3]([CH3:5])[CH3:4])[C:12]([O:18][CH3:19])=[O:17])(=[O:15])[CH3:16], predict the reactants needed to synthesize it. The reactants are: Br[CH2:2][C:3]([CH3:5])=[CH2:4].C(=O)([O-])[O-].[K+].[K+].[C:12]([O:18][CH3:19])(=[O:17])[CH2:13][C:14]([CH3:16])=[O:15]. (4) The reactants are: [CH3:1][O:2][C:3]1[CH:4]=[C:5]2[C:10](=[CH:11][C:12]=1[OH:13])[N:9]=[CH:8][CH:7]=[C:6]2[O:14][C:15]1[C:16]([C:23]2[CH:28]=[CH:27][CH:26]=[C:25]([CH3:29])[N:24]=2)=[N:17][C:18]([CH3:22])=[C:19]([CH3:21])[CH:20]=1.C1(P(C2C=CC=CC=2)C2C=CC=CC=2)C=CC=CC=1.CC1(C)[O:55][CH2:54][CH:53]([CH2:56]O)[CH2:52][O:51]1.CCOC(/N=N/C(OCC)=O)=O.S(=O)(=O)(O)O.[OH-].[Na+]. Given the product [CH3:1][O:2][C:3]1[CH:4]=[C:5]2[C:10](=[CH:11][C:12]=1[O:13][CH2:56][CH:53]([CH2:54][OH:55])[CH2:52][OH:51])[N:9]=[CH:8][CH:7]=[C:6]2[O:14][C:15]1[C:16]([C:23]2[CH:28]=[CH:27][CH:26]=[C:25]([CH3:29])[N:24]=2)=[N:17][C:18]([CH3:22])=[C:19]([CH3:21])[CH:20]=1, predict the reactants needed to synthesize it. (5) Given the product [Cl:1][C:2]1[C:7]([C:8]#[N:9])=[CH:6][N:5]=[C:4]2[CH:10]=[C:11](/[CH:41]=[CH:20]/[C:18]([O:17][C:13]([CH3:14])([CH3:15])[CH3:16])=[O:19])[S:12][C:3]=12, predict the reactants needed to synthesize it. The reactants are: [Cl:1][C:2]1[C:7]([C:8]#[N:9])=[CH:6][N:5]=[C:4]2[CH:10]=[CH:11][S:12][C:3]=12.[C:13]([O:17][C:18]([CH:20]=P(C1C=CC=CC=1)(C1C=CC=CC=1)C1C=CC=CC=1)=[O:19])([CH3:16])([CH3:15])[CH3:14].Cl[CH2:41]Cl. (6) Given the product [F:30][C:28]([F:29])([F:31])[C:26]1[CH:27]=[C:22]([CH2:21][O:20][C@@H:10]2[CH2:11][CH2:12][C@@H:13]3[NH:8][C@@:9]2([C:36]2[CH:41]=[CH:40][CH:39]=[CH:38][CH:37]=2)[CH2:15][C@H:14]3[C:16]([OH:19])([CH3:18])[CH3:17])[CH:23]=[C:24]([C:32]([F:33])([F:34])[F:35])[CH:25]=1, predict the reactants needed to synthesize it. The reactants are: C([N:8]1[C@@H:13]2[C@H:14]([C:16]([OH:19])([CH3:18])[CH3:17])[CH2:15][C@@:9]1([C:36]1[CH:41]=[CH:40][CH:39]=[CH:38][CH:37]=1)[C@H:10]([O:20][CH2:21][C:22]1[CH:27]=[C:26]([C:28]([F:31])([F:30])[F:29])[CH:25]=[C:24]([C:32]([F:35])([F:34])[F:33])[CH:23]=1)[CH2:11][CH2:12]2)C1C=CC=CC=1.